This data is from Forward reaction prediction with 1.9M reactions from USPTO patents (1976-2016). The task is: Predict the product of the given reaction. (1) Given the reactants [CH2:1]([N:8]1[CH2:12][CH:11]([C:13]2[CH:18]=[CH:17][C:16]([Cl:19])=[C:15]([Cl:20])[CH:14]=2)[CH:10]([NH2:21])[CH2:9]1)[C:2]1[CH:7]=[CH:6][CH:5]=[CH:4][CH:3]=1.C(N(CC)C(C)C)(C)C.[C:31]([O:35][C:36](O[C:36]([O:35][C:31]([CH3:34])([CH3:33])[CH3:32])=[O:37])=[O:37])([CH3:34])([CH3:33])[CH3:32], predict the reaction product. The product is: [C:31]([O:35][C:36](=[O:37])[NH:21][C@@H:10]1[C@@H:11]([C:13]2[CH:18]=[CH:17][C:16]([Cl:19])=[C:15]([Cl:20])[CH:14]=2)[CH2:12][N:8]([CH2:1][C:2]2[CH:3]=[CH:4][CH:5]=[CH:6][CH:7]=2)[CH2:9]1)([CH3:34])([CH3:33])[CH3:32]. (2) The product is: [NH:1]1[C:5]2=[N:6][CH:7]=[C:8]([NH:10][C:21](=[O:22])[O:23][C:24]3[CH:29]=[CH:28][CH:27]=[CH:26][CH:25]=3)[CH:9]=[C:4]2[CH:3]=[CH:2]1. Given the reactants [NH:1]1[C:5]2=[N:6][CH:7]=[C:8]([NH2:10])[CH:9]=[C:4]2[CH:3]=[CH:2]1.CC#N.N1C=CC=CC=1.Cl[C:21]([O:23][C:24]1[CH:29]=[CH:28][CH:27]=[CH:26][CH:25]=1)=[O:22], predict the reaction product. (3) The product is: [Cl:8][C:6]1[N:5]=[CH:4][N:3]=[C:2]([NH:18][C:15]2[CH:16]=[CH:17][C:12]3[N:11]=[C:10]([NH:19][C:41]([NH:40][C:34]4[CH:35]=[C:36]([CH3:39])[CH:37]=[CH:38][C:33]=4[O:32][CH3:31])=[O:42])[S:9][C:13]=3[CH:14]=2)[CH:7]=1. Given the reactants Cl[C:2]1[CH:7]=[C:6]([Cl:8])[N:5]=[CH:4][N:3]=1.[S:9]1[C:13]2[CH:14]=[C:15]([NH2:18])[CH:16]=[CH:17][C:12]=2[N:11]=[C:10]1[NH2:19].[I-].[Na+].C(N(C(C)C)C(C)C)C.[CH3:31][O:32][C:33]1[CH:38]=[CH:37][C:36]([CH3:39])=[CH:35][C:34]=1[N:40]=[C:41]=[O:42], predict the reaction product. (4) Given the reactants Cl[C:2]1[N:10]=[C:9]([F:11])[N:8]=[C:7]2[C:3]=1[N:4]=[CH:5][NH:6]2.[NH2:12][CH2:13][C:14]1[CH:19]=[CH:18][CH:17]=[CH:16][N:15]=1, predict the reaction product. The product is: [F:11][C:9]1[N:8]=[C:7]2[C:3]([N:4]=[CH:5][NH:6]2)=[C:2]([NH:12][CH2:13][C:14]2[CH:19]=[CH:18][CH:17]=[CH:16][N:15]=2)[N:10]=1.